This data is from Reaction yield outcomes from USPTO patents with 853,638 reactions. The task is: Predict the reaction yield, written as a fraction of the theoretical maximum amount of product (1.0 means a 100% yield; for example, 0.34 means a 34% yield). The reactants are [CH3:1][O:2][C:3]1[C:8]([CH:9]=[CH2:10])=[C:7]([CH3:11])[CH:6]=[C:5]([CH3:12])[N:4]=1. The catalyst is [Pd].C(O)C. The product is [CH2:9]([C:8]1[C:3]([O:2][CH3:1])=[N:4][C:5]([CH3:12])=[CH:6][C:7]=1[CH3:11])[CH3:10]. The yield is 0.224.